Predict the product of the given reaction. From a dataset of Forward reaction prediction with 1.9M reactions from USPTO patents (1976-2016). Given the reactants [CH2:1]([N:3]([CH3:30])[C:4]1[CH:9]=[C:8]([C:10]2[O:14][N:13]=[C:12]([C:15]3[CH:26]=[C:25]([CH3:27])[C:18]([O:19][CH2:20][C@H:21]([OH:24])[CH2:22][OH:23])=[C:17]([CH3:28])[CH:16]=3)[N:11]=2)[CH:7]=[C:6]([CH3:29])[N:5]=1)[CH3:2].ClC[C@@H](O)CO, predict the reaction product. The product is: [CH2:1]([N:3]([CH3:30])[C:4]1[CH:9]=[C:8]([C:10]2[O:14][N:13]=[C:12]([C:15]3[CH:26]=[C:25]([CH3:27])[C:18]([O:19][CH2:20][C@@H:21]([OH:24])[CH2:22][OH:23])=[C:17]([CH3:28])[CH:16]=3)[N:11]=2)[CH:7]=[C:6]([CH3:29])[N:5]=1)[CH3:2].